This data is from Forward reaction prediction with 1.9M reactions from USPTO patents (1976-2016). The task is: Predict the product of the given reaction. Given the reactants CS([C:5]1[N:10]=[C:9]([O:11][C:12]2[CH:17]=[CH:16][C:15]([F:18])=[C:14]([F:19])[CH:13]=2)[C:8]([C:20]2[CH:25]=[CH:24][C:23]([Cl:26])=[CH:22][CH:21]=2)=[C:7]([C:27]2[CH:32]=[CH:31][C:30]([Cl:33])=[CH:29][C:28]=2[Cl:34])[N:6]=1)(=O)=O.[NH:35]1[CH2:39][CH2:38][CH2:37][CH2:36]1, predict the reaction product. The product is: [N:35]1([C:5]2[N:10]=[C:9]([O:11][C:12]3[CH:17]=[CH:16][C:15]([F:18])=[C:14]([F:19])[CH:13]=3)[C:8]([C:20]3[CH:25]=[CH:24][C:23]([Cl:26])=[CH:22][CH:21]=3)=[C:7]([C:27]3[CH:32]=[CH:31][C:30]([Cl:33])=[CH:29][C:28]=3[Cl:34])[N:6]=2)[CH2:39][CH2:38][CH2:37][CH2:36]1.